Regression. Given two drug SMILES strings and cell line genomic features, predict the synergy score measuring deviation from expected non-interaction effect. From a dataset of NCI-60 drug combinations with 297,098 pairs across 59 cell lines. (1) Drug 1: CCC1=CC2CC(C3=C(CN(C2)C1)C4=CC=CC=C4N3)(C5=C(C=C6C(=C5)C78CCN9C7C(C=CC9)(C(C(C8N6C)(C(=O)OC)O)OC(=O)C)CC)OC)C(=O)OC.C(C(C(=O)O)O)(C(=O)O)O. Drug 2: C1=CC(=C2C(=C1NCCNCCO)C(=O)C3=C(C=CC(=C3C2=O)O)O)NCCNCCO. Cell line: MOLT-4. Synergy scores: CSS=95.1, Synergy_ZIP=5.30, Synergy_Bliss=5.17, Synergy_Loewe=4.34, Synergy_HSA=7.90. (2) Drug 1: CC1=C2C(C(=O)C3(C(CC4C(C3C(C(C2(C)C)(CC1OC(=O)C(C(C5=CC=CC=C5)NC(=O)C6=CC=CC=C6)O)O)OC(=O)C7=CC=CC=C7)(CO4)OC(=O)C)O)C)OC(=O)C. Drug 2: B(C(CC(C)C)NC(=O)C(CC1=CC=CC=C1)NC(=O)C2=NC=CN=C2)(O)O. Cell line: A498. Synergy scores: CSS=31.9, Synergy_ZIP=-2.25, Synergy_Bliss=-4.50, Synergy_Loewe=-7.18, Synergy_HSA=-2.17.